Dataset: Experimentally validated miRNA-target interactions with 360,000+ pairs, plus equal number of negative samples. Task: Binary Classification. Given a miRNA mature sequence and a target amino acid sequence, predict their likelihood of interaction. (1) The protein sequence of the target gene is MEVLRPQLIRIDGRNYRKNPVQEQTYQHEEDEEDFYQGSMECADEPCDAYEVEQTPQGFRSTLRAPSLLYNLIHLNTSNDCGFQKITLDCQNIYTWKSRHIVGKRGDTRKKIEMETKTSISIPKPGQDGEIVITGQHRNGVISARTRIDVLLDTFRRKQPFTHFLAFFLNEVEVQEGFLRFQEEVLAKCSMDHGVDSSIFQNPKKLHLTIGMLVLLSEEEIQQTCEMLQQCKEEFINDISGGKPLEVEMAGIEYMNDDPGMVDVLYAKVHMKDGSNRLQELVDRVLERFQASGLIVKEWN.... The miRNA is hsa-miR-6776-3p with sequence CAACCACCACUGUCUCUCCCCAG. Result: 1 (interaction). (2) The miRNA is hsa-miR-6817-5p with sequence UCUGCCAUAGGAAGCUUGGAGUGG. The protein sequence of the target gene is MEIGSAGPAGAQPLLMVPRRPGYGTMGKPIKLLANCFQVEIPKIDVYLYEVDIKPDKCPRRVNREVVDSMVQHFKVTIFGDRRPVYDGKRSLYTANPLPVATTGVDLDVTLPGEGGKDRPFKVSIKFVSRVSWHLLHEVLTGRTLPEPLELDKPISTNPVHAVDVVLRHLPSMKYTPVGRSFFSAPEGYDHPLGGGREVWFGFHQSVRPAMWKMMLNIDVSATAFYKAQPVIQFMCEVLDIHNIDEQPRPLTDSHRVKFTKEIKGLKVEVTHCGTMRRKYRVCNVTRRPASHQTFPLQLE.... Result: 1 (interaction). (3) The miRNA is mmu-miR-101a-3p with sequence UACAGUACUGUGAUAACUGAA. The protein sequence of the target gene is MAANVGDQRAADWSSQYSMVTGNSRENGMETPMHENPEWEKARQALASISKAGATSSSKASSSGPVASAQYVSQAEASALQQQQQQYYQWYQQYNYAYPYSYYYPMSMYQSYGSPSQYGMASSYGSATAQQPSAPQHQGTLNQPPVPGMDESMAYQASPQQLPAAQPPQPSNSQHGTHSLSNGPQPGTAPSTQHSQAGAPTGQAYGPHSYSEPAKPKKGQQLWTRMKPAPGTGGLKFNIQKRPFAVTSQSFSSNSEGQHSSFGPQPNSENTQNRSGPSGRGNLSGKPDDWPQDMKEYVER.... Result: 0 (no interaction). (4) The miRNA is hsa-miR-216a-3p with sequence UCACAGUGGUCUCUGGGAUUAU. The protein sequence of the target gene is MRLATVIVLCSLFLGVSGDGWYSFFREAVQGTWDLWRAYRDNLEANYQNADQYFYARGNYEAQQRGSGGIWAAKIISTSRKYFQGLLNRYYFGIRNHGLETLQATQKAEEWGRSGKNPNHFRPEGLPEKF. Result: 0 (no interaction). (5) The miRNA is hsa-miR-548x-5p with sequence UGCAAAAGUAAUUGCAGUUUUUG. The protein sequence of the target gene is MGELFRSEEMTLAQLFLQSEAAYCCVSELGELGKVQFRDLNPDVNVFQRKFVNEVRRCEEMDRKLRFVEKEIRKANIPIMDTGENPEVPFPRDMIDLEANFEKIENELKEINTNQEALKRNFLELTELKFILRKTQQFFDEAELHHQQMADPDLLEESSSLLEPNEMGRGAPLRLGFVAGVINRERIPTFERMLWRVCRGNVFLRQAEIENPLEDPVTGDYVHKSVFIIFFQGDQLKNRVKKICEGFRASLYPCPETPQERKEMASGVNTRIDDLQMVLNQTEDHRQRVLQAAAKNIRVW.... Result: 0 (no interaction). (6) The miRNA is hsa-miR-3613-3p with sequence ACAAAAAAAAAAGCCCAACCCUUC. The protein sequence of the target gene is MAAEEMHWPVPMKAIGAQNLLTMPGGVAKAGYLHKKGGTQLQLLKWPLRFVIIHKRCVYYFKSSTSASPQGAFSLSGYNRVMRAAEETTSNNVFPFKIIHISKKHRTWFFSASSEEERKSWMALLRREIGHFHEKKDLPLDTSDSSSDTDSFYGAVERPVDISLSPYPTDNEDYEHDDEDDSYLEPDSPEPGRLEDALMHPPAYPPPPVPTPRKPAFSDMPRAHSFTSKGPGPLLPPPPPKHGLPDVGLAAEDSKRDPLCPRRAEPCPRVPATPRRMSDPPLSTMPTAPGLRKPPCFRES.... Result: 1 (interaction). (7) Result: 1 (interaction). The protein sequence of the target gene is MLWFQGAIPAAIATAKRSGAVFVVFVAGDDEQSTQMAASWEDDKVTEASSNSFVAIKIDTKSEACLQFSQIYPVVCVPSSFFIGDSGIPLEVIAGSVSADELVTRIHKVRQMHLLKSETSVANGSQSESSVSTPSASFEPNNTCENSQSRNAELCEIPPTSDTKSDTATGGESAGHATSSQEPSGCSDQRPAEDLNIRVERLTKKLEERREEKRKEEEQREIKKEIERRKTGKEMLDYKRKQEEELTKRMLEERNREKAEDRAARERIKQQIALDRAERAARFAKTKEEVEAAKAAALLA.... The miRNA is hsa-miR-92b-3p with sequence UAUUGCACUCGUCCCGGCCUCC. (8) The miRNA is hsa-miR-6866-3p with sequence GAUCCCUUUAUCUGUCCUCUAG. The protein sequence of the target gene is MNPNCARCGKIVYPTEKVNCLDKYWHKACFHCETCKMTLNMKNYKGYEKKPYCNAHYPKQSFTMVADTPENLRLKQQSELQSQVRYKEEFEKNKGKGFSVVADTPELQRIKKTQDQISNIKYHEEFEKSRMGPSGGEGVEPERREAQDSSSYRRPTEQQQPQPHHIPTSAPVYQQPQQQQMTSSYGGYKEPAAPVSIQRSAPGGGGKRYRAVYDYSAADEDEVSFQDGDTIVNVQQIDDGWMYGTVERTGDTGMLPANYVEAI. Result: 0 (no interaction). (9) The miRNA is hsa-miR-487b-5p with sequence GUGGUUAUCCCUGUCCUGUUCG. The protein sequence of the target gene is MPVDDCWLYFPASRGRTFVQTVWVAPTCPNCCWFPGFLPPVPRPPHVPRVLLRGPRGAVLPASRPSKTLPSSSQTPCPTDPCICPPPSTPDSRQEKNTQSELPNKKGQLQKLPTMNGSKDPPGSYDFDLIIIGGGSGGLAAAKEAAKFDKKVLVLDFVTPTPLGTRWGLGGTCVNVGCIPKKLMHQAALLGQALKDSRNYGWKVEDTVKHDWEKMTESVQSHIGSLNWGYRVALREKKVVYENAYGRFIGPHRIVATNNKGKEKIYSAERFLIATGERPRYLGIPGDKEYCISSDDLFSL.... Result: 0 (no interaction).